Dataset: Forward reaction prediction with 1.9M reactions from USPTO patents (1976-2016). Task: Predict the product of the given reaction. (1) Given the reactants [F:1][C:2]([F:39])([F:38])[C:3]1[CH:4]=[C:5]([CH:31]=[C:32]([C:34]([F:37])([F:36])[F:35])[CH:33]=1)[CH2:6][N:7]1[CH2:14][CH2:13][CH2:12][NH:11][C:10]2[N:15]=[C:16](S(C)(=O)=O)[N:17]=[C:18]([C:19]3[CH:24]=[CH:23][CH:22]=[CH:21][C:20]=3[CH3:25])[C:9]=2[C:8]1=[O:30].C(OC([N:47]1[CH2:52][CH2:51][NH:50][CH2:49][CH2:48]1)=O)(C)(C)C.[CH3:53][S:54](Cl)(=[O:56])=[O:55], predict the reaction product. The product is: [F:38][C:2]([F:39])([F:1])[C:3]1[CH:4]=[C:5]([CH:31]=[C:32]([C:34]([F:37])([F:35])[F:36])[CH:33]=1)[CH2:6][N:7]1[CH2:14][CH2:13][CH2:12][NH:11][C:10]2[N:15]=[C:16]([N:50]3[CH2:51][CH2:52][N:47]([S:54]([CH3:53])(=[O:56])=[O:55])[CH2:48][CH2:49]3)[N:17]=[C:18]([C:19]3[CH:24]=[CH:23][CH:22]=[CH:21][C:20]=3[CH3:25])[C:9]=2[C:8]1=[O:30]. (2) Given the reactants C1(P(C2CCCCC2)C2C=CC=CC=2C2C(C(C)C)=CC(C(C)C)=CC=2C(C)C)CCCCC1.C([Sn]([C:48]#[N:49])(CCCC)CCCC)CCC.Cl[C:51]1[CH:52]=[CH:53][CH:54]=[C:55]2[C:60]=1[N:59]=[C:58]([C:61]1[CH:66]=[C:65]([CH3:67])[CH:64]=[CH:63][N:62]=1)[C:57]([CH3:68])=[C:56]2[NH:69][C:70]1[CH:75]=[CH:74][CH:73]=[C:72]([N:76]2[CH2:81][CH2:80][O:79][CH2:78][CH2:77]2)[N:71]=1.CC([O-])(C)C.[Na+], predict the reaction product. The product is: [CH3:68][C:57]1[C:58]([C:61]2[CH:66]=[C:65]([CH3:67])[CH:64]=[CH:63][N:62]=2)=[N:59][C:60]2[C:55]([C:56]=1[NH:69][C:70]1[CH:75]=[CH:74][CH:73]=[C:72]([N:76]3[CH2:77][CH2:78][O:79][CH2:80][CH2:81]3)[N:71]=1)=[CH:54][CH:53]=[CH:52][C:51]=2[C:48]#[N:49]. (3) Given the reactants [N:1]([CH2:8][CH2:9]O)([CH2:5]CO)CCO.Cl[C:12]1[C:17]([O:18][C:19]2[CH:24]=[CH:23][CH:22]=[CH:21][C:20]=2[O:25][CH3:26])=[C:16]([Cl:27])[N:15]=[CH:14][N:13]=1.[C:28](#[N:30])C, predict the reaction product. The product is: [CH3:26][O:25][C:20]1[CH:21]=[CH:22][CH:23]=[CH:24][C:19]=1[O:18][C:17]1[C:12]([O:18][CH2:19][CH2:20][OH:25])=[N:13][C:14]([C:5]2[N:1]=[CH:8][CH:9]=[CH:28][N:30]=2)=[N:15][C:16]=1[Cl:27]. (4) Given the reactants [Cl:1][C:2]1[CH:3]=[C:4]([CH:7]=[C:8]([O:10][C:11]2[C:16]([Cl:17])=[CH:15][CH:14]=[C:13]([CH2:18][NH:19]C)[C:12]=2[F:21])[CH:9]=1)[C:5]#[N:6].[Cl:22][C:23]1[N:24]=[C:25]([CH3:31])[NH:26][C:27]=1[C:28]([OH:30])=O.CN(C(ON1N=NC2C=CC=NC1=2)=[N+](C)C)C.F[P-](F)(F)(F)(F)F.CCN(C(C)C)C(C)C, predict the reaction product. The product is: [Cl:22][C:23]1[N:24]=[C:25]([CH3:31])[NH:26][C:27]=1[C:28]([NH:19][CH2:18][C:13]1[CH:14]=[CH:15][C:16]([Cl:17])=[C:11]([O:10][C:8]2[CH:7]=[C:4]([C:5]#[N:6])[CH:3]=[C:2]([Cl:1])[CH:9]=2)[C:12]=1[F:21])=[O:30]. (5) Given the reactants C([O:4][CH2:5][C@H:6]1[CH2:11][C@@H:10]([OH:12])[CH2:9][CH2:8][C@@:7]1([C@H:14]1[CH2:22][CH2:21][C@@:20]2([CH3:23])[C@@H:16]([CH2:17][CH2:18][C@@:19]2([OH:29])[C:24]2[S:25][CH:26]=[CH:27][N:28]=2)[C@@H:15]1[CH2:30][NH2:31])[CH3:13])(=O)C.C(=O)([O-])[O-].[K+].[K+], predict the reaction product. The product is: [NH2:31][CH2:30][C@@H:15]1[C@@H:14]([C@@:7]2([CH3:13])[CH2:8][CH2:9][C@H:10]([OH:12])[CH2:11][C@@H:6]2[CH2:5][OH:4])[CH2:22][CH2:21][C@@:20]2([CH3:23])[C@H:16]1[CH2:17][CH2:18][C@:19]2([C:24]1[S:25][CH:26]=[CH:27][N:28]=1)[OH:29].